From a dataset of Catalyst prediction with 721,799 reactions and 888 catalyst types from USPTO. Predict which catalyst facilitates the given reaction. (1) Reactant: [CH3:1][O:2][C:3]([C:5]1[C:14]2[C:9](=[CH:10][CH:11]=[CH:12][CH:13]=2)[CH:8]=[CH:7][C:6]=1[C:15]#[C:16][Si](C)(C)C)=[O:4].C1COCC1.[F-].C([N+](CCCC)(CCCC)CCCC)CCC. Product: [CH3:1][O:2][C:3]([C:5]1[C:14]2[C:9](=[CH:10][CH:11]=[CH:12][CH:13]=2)[CH:8]=[CH:7][C:6]=1[C:15]#[CH:16])=[O:4]. The catalyst class is: 6. (2) Reactant: [F:1][C:2]1[CH:3]=[C:4]([S:8][CH2:9][CH2:10][N:11]2[CH2:16][CH2:15][C:14]([CH2:22][CH2:23][CH2:24][N:25]3[C:34]4[C:29](=[CH:30][CH:31]=[C:32]([O:35][CH3:36])[CH:33]=4)[CH:28]=[CH:27][C:26]3=[O:37])([C:17]([O:19]CC)=[O:18])[CH2:13][CH2:12]2)[CH:5]=[CH:6][CH:7]=1.[OH-].[Na+]. Product: [F:1][C:2]1[CH:3]=[C:4]([S:8][CH2:9][CH2:10][N:11]2[CH2:12][CH2:13][C:14]([CH2:22][CH2:23][CH2:24][N:25]3[C:34]4[C:29](=[CH:30][CH:31]=[C:32]([O:35][CH3:36])[CH:33]=4)[CH:28]=[CH:27][C:26]3=[O:37])([C:17]([OH:19])=[O:18])[CH2:15][CH2:16]2)[CH:5]=[CH:6][CH:7]=1. The catalyst class is: 8. (3) Reactant: [N+:1]([C:4]1[N:5]=[CH:6][NH:7][CH:8]=1)([O-:3])=[O:2].I[CH:10]1[CH2:13][O:12][CH2:11]1.C([O-])([O-])=O.[Cs+].[Cs+]. Product: [N+:1]([C:4]1[N:5]=[CH:6][N:7]([CH:10]2[CH2:13][O:12][CH2:11]2)[CH:8]=1)([O-:3])=[O:2]. The catalyst class is: 12. (4) Reactant: [OH-].[Na+].[N+:3]([C:6]1[CH:11]=[CH:10][C:9]([CH:12]([CH:18]2[CH2:22][CH2:21][CH2:20][CH2:19]2)[C:13]([O:15]CC)=[O:14])=[CH:8][CH:7]=1)([O-:5])=[O:4].O.Cl. Product: [N+:3]([C:6]1[CH:7]=[CH:8][C:9]([CH:12]([CH:18]2[CH2:22][CH2:21][CH2:20][CH2:19]2)[C:13]([OH:15])=[O:14])=[CH:10][CH:11]=1)([O-:5])=[O:4]. The catalyst class is: 36. (5) Reactant: Cl[C:2]1[CH:7]=[C:6]([C:8]2[CH:13]=[CH:12][CH:11]=[C:10]([CH3:14])[C:9]=2[CH3:15])[N:5]=[C:4]([NH2:16])[N:3]=1.[N:17]1[CH:22]=[CH:21][CH:20]=[C:19]([CH2:23][CH2:24][NH2:25])[CH:18]=1.CCN(C(C)C)C(C)C. Product: [CH3:15][C:9]1[C:10]([CH3:14])=[CH:11][CH:12]=[CH:13][C:8]=1[C:6]1[N:5]=[C:4]([NH2:16])[N:3]=[C:2]([NH:25][CH2:24][CH2:23][C:19]2[CH:18]=[N:17][CH:22]=[CH:21][CH:20]=2)[CH:7]=1. The catalyst class is: 51.